This data is from Catalyst prediction with 721,799 reactions and 888 catalyst types from USPTO. The task is: Predict which catalyst facilitates the given reaction. Reactant: [Cl:1][C:2]1[CH:7]=[CH:6][C:5](B(O)O)=[CH:4][CH:3]=1.Br[C:12]1[CH:13]=[CH:14][C:15]([CH3:19])=[C:16]([CH:18]=1)[NH2:17].C(=O)([O-])[O-].[Na+].[Na+]. Product: [NH2:17][C:16]1[CH:18]=[C:12]([C:5]2[CH:6]=[CH:7][C:2]([Cl:1])=[CH:3][CH:4]=2)[CH:13]=[CH:14][C:15]=1[CH3:19]. The catalyst class is: 108.